This data is from Experimentally validated miRNA-target interactions with 360,000+ pairs, plus equal number of negative samples. The task is: Binary Classification. Given a miRNA mature sequence and a target amino acid sequence, predict their likelihood of interaction. (1) The miRNA is hsa-miR-1236-5p with sequence UGAGUGACAGGGGAAAUGGGGA. The protein sequence of the target gene is MGITLIWCLALVLIKWITSKRRGAISYDSSDQTALYIRMLGDVRVRSRAGFETERRGSHPYIDFRIFHSQSDIEASVSARNIRRLLSFQRYLRSSRVFRGATVCSSLDILDEDYNGQAKCMLEKVGNWNFDIFLFDRLTNGNSLVSLTFHLFSLHGLIEYFHLDMVKLRRFLVMIQEDYHSQNPYHNAVHAADVTQAMHCYLKEPKLASSVTPWDILLSLIAAATHDLDHPGVNQPFLIKTNHYLATLYKNSSVLENHHWRSAVGLLRESGLFSHLPLESRQEMEAQIGALILATDISRQ.... Result: 0 (no interaction). (2) The miRNA is hsa-miR-4320 with sequence GGGAUUCUGUAGCUUCCU. The protein sequence of the target gene is MVSASRPEALAAPVTTVATLVPHNATEPASPGEGKEDAFSKLKQKFMNELHKIPLPPWALIAIAIVAVLLVVTCCFCVCKKCLFKKKNKKKGKEKGGKNAINMKDVKDLGKTMKDQALKDDDAETGLTDGEEKEEPKEEEKLGKLQYSLDYDFQNNQLLVGIIQAAELPALDMGGTSDPYVKVFLLPDKKKKFETKVHRKTLNPVFNEQFTFKVPYSELGGKTLVMAVYDFDRFSKHDIIGEFKVPMNTVDFGHVTEEWRDLQSAEKEEQEKLGDICFSLRYVPTAGKLTVVILEAKNLK.... Result: 0 (no interaction). (3) Result: 0 (no interaction). The protein sequence of the target gene is MTKKRKRQHDFQKVKLKVGKKKPKLQNATPTNFKTKTIHLPEQLKEDGTLPTNNRKLNIKDLLSQMHHYNAGVKQSALLGLKDLLSQYPFIIDAHLSNILSEVTAVFTDKDANVRLAAVQLLQFLAPKIRAEQISPFFPLVSAHLSSAMTHITEGIQEDSLKVLDILLEQYPALITGRSSILLKNFVELISHQQLSKGLINRDRSQSWILSVNPNRRLTSQQWRLKVLVRLSKFLQALADGSSRLRESEGLQEQKENPHATSNSIFINWKEHANDQQHIQVYENGGSQPNVSSQFRLRYL.... The miRNA is hsa-miR-518c-3p with sequence CAAAGCGCUUCUCUUUAGAGUGU. (4) The miRNA is rno-miR-335 with sequence UCAAGAGCAAUAACGAAAAAUGU. The protein sequence of the target gene is MGPRARPALLLLMLLQTAVLQGRLLRSHSLHYLFMGASEQDLGLSLFEALGYVDDQLFVFYDHESRRVEPRTPWVSSRISSQMWLQLSQSLKGWDHMFTVDFWTIMENHNHSKESHTLQVILGCEMQEDNSTEGYWKYGYDGQDHLEFCPDTLDWRAAEPRAWPTKLEWERHKIRARQNRAYLERDCPAQLQQLLELGRGVLDQQVPPLVKVTHHVTSSVTTLRCRALNYYPQNITMKWLKDKQPMDAKEFEPKDVLPNGDGTYQGWITLAVPPGEEQRYTCQVEHPGLDQPLIVIWEPS.... Result: 0 (no interaction). (5) The miRNA is hsa-miR-5094 with sequence AAUCAGUGAAUGCCUUGAACCU. The protein sequence of the target gene is MGRLSWQVAAAAAVGLALTLEALPWVLRWLRSRRRRPRREALFFPSQVTCTEALLRAPGAELAELPEGCPCGLPHGESALSRLLRALLAARASLDLCLFAFSSPQLGRAVQLLHQRGVRVRVVTDCDYMALNGSQIGLLRKAGIQVRHDQDPGYMHHKFAIVDKRVLITGSLNWTTQAIQNNRENVLITEDDEYVRLFLEEFERIWEQFNPTKYTFFPPKKSHGSCAPPVSRAGGRLLSWHRTCGTSSESQT. Result: 0 (no interaction). (6) The miRNA is mmu-let-7b-5p with sequence UGAGGUAGUAGGUUGUGUGGUU. The protein sequence of the target gene is MSEDEEKVKLRRLEPAIQKFTKIVIPTDLERLRKHQINIEKYQRCRIWDKLHEEHINAGRTVQQLRSNIREMEKLCLKVHKDDLVLLKRMIDPVKEAAATATAEFLQLHLESVEELKKQVNDEELLQPSLTRSTTVDGVLHTGEAEAASQSLTQIYALPEIPQDQNAAESWETLEADLIELSHLVTDMSLLVSSQQEKIDSIADHVNSAAVNVEEGTKNLQKAAKYKLAALPVAGALIGGVVGGPIGLLAGFKVAGIAAALGGGVLGFTGGKLIQRRKQKMMEKLTSSCPDLPSQSDKKR.... Result: 1 (interaction). (7) The miRNA is mmu-miR-29a-3p with sequence UAGCACCAUCUGAAAUCGGUUA. The protein sequence of the target gene is MGIVEPGCGDMLTGTEPMPSDEGRGPGADQQHRFFYPEPGAQDPTDRRAGSSLGTPYSGGALVPAAPGRFLGSFAYPPRAQVAGFPGPGEFFPPPAGAEGYPPVDGYPAPDPRAGLYPGPREDYALPAGLEVSGKLRVALSNHLLWSKFNQHQTEMIITKQGRRMFPFLSFTVAGLEPTSHYRMFVDVVLVDQHHWRYQSGKWVQCGKAEGSMPGNRLYVHPDSPNTGAHWMRQEVSFGKLKLTNNKGASNNVTQMIVLQSLHKYQPRLHIVEVNDGEPEAACSASNTHVFTFQETQFIA.... Result: 1 (interaction). (8) The miRNA is hsa-miR-503-5p with sequence UAGCAGCGGGAACAGUUCUGCAG. The protein sequence of the target gene is MPYVDRQNRICGFLDIEENENSGKFLRRYFILDTREDSFVWYMDNPQNLPSGSSRVGAIKLTYISKVSDATKLRPKAEFCFVMNAGMRKYFLQANDQQDLVEWVNVLNKAIKITVPKQSDSQPNSDNLSRHGECGKKQVSYRTDIVGGVPIITPTQKEEVNECGESIDRNNLKRSQSHLPYFTPKPPQDSAVIKAGYCVKQGAVMKNWKRRYFQLDENTIGYFKSELEKEPLRVIPLKEVHKVQECKQSDIMMRDNLFEIVTTSRTFYVQADSPEEMHSWIKAVSGAIVAQRGPGRSASS.... Result: 1 (interaction). (9) The miRNA is hsa-miR-484 with sequence UCAGGCUCAGUCCCCUCCCGAU. The protein sequence of the target gene is MDEDEKDRAKRASRNKSEKKRRDQFNVLIKELSSMLPGNTRKMDKTTVLEKVIGFLQKHNEVSAQTEICDIQQDWKPSFLSNEEFTQLMLEALDGFIIAVTTDGSIIYVSDSITPLLGHLPSDVMDQNLLNFLPEQEHSEVYKILSSHMLVTDSPSPEYLKSDSDLEFYCHLLRGSLNPKEFPTYEYIKFVGNFRSYNNVPSPSCNGFDNTLSRPCRVPLGKEVCFIATVRLATPQFLKEMCIVDEPLEEFTSRHSLEWKFLFLDHRAPPIIGYLPFEVLGTSGYDYYHIDDLELLARCH.... Result: 1 (interaction).